This data is from Reaction yield outcomes from USPTO patents with 853,638 reactions. The task is: Predict the reaction yield, written as a fraction of the theoretical maximum amount of product (1.0 means a 100% yield; for example, 0.34 means a 34% yield). (1) The reactants are [C:1]1([CH2:7][CH2:8][NH:9][C:10]([C:12]2[CH:17]=[CH:16][C:15]([N:18]3[C:22]([CH2:23][CH2:24][CH3:25])=[C:21]([C:26](O)=[O:27])[N:20]=[N:19]3)=[CH:14][CH:13]=2)=[O:11])[CH:6]=[CH:5][CH:4]=[CH:3][CH:2]=1.C1C=C[C:32]2N(O)N=[N:35][C:33]=2[CH:34]=1.C1(N)CC1.CCN=C=NCCCN(C)C.C(=O)([O-])[O-].[Na+].[Na+]. The catalyst is C(#N)C.CN(C=O)C. The product is [CH:33]1([NH:35][C:26]([C:21]2[N:20]=[N:19][N:18]([C:15]3[CH:14]=[CH:13][C:12]([C:10]([NH:9][CH2:8][CH2:7][C:1]4[CH:2]=[CH:3][CH:4]=[CH:5][CH:6]=4)=[O:11])=[CH:17][CH:16]=3)[C:22]=2[CH2:23][CH2:24][CH3:25])=[O:27])[CH2:34][CH2:32]1. The yield is 0.747. (2) The reactants are [Si]([O:8][CH:9]1[C:17]2[C:12](=[C:13]([C:18]3[O:22][C:21]([C:23]4[CH:24]=[CH:25][C:26]([O:31][CH:32]([CH3:34])[CH3:33])=[C:27]([CH:30]=4)[C:28]#[N:29])=[N:20][CH:19]=3)[CH:14]=[CH:15][CH:16]=2)[CH2:11][CH2:10]1)(C(C)(C)C)(C)C.[F-].C([N+](CCCC)(CCCC)CCCC)CCC. The catalyst is C1COCC1. The product is [OH:8][CH:9]1[C:17]2[C:12](=[C:13]([C:18]3[O:22][C:21]([C:23]4[CH:24]=[CH:25][C:26]([O:31][CH:32]([CH3:34])[CH3:33])=[C:27]([CH:30]=4)[C:28]#[N:29])=[N:20][CH:19]=3)[CH:14]=[CH:15][CH:16]=2)[CH2:11][CH2:10]1. The yield is 0.630.